This data is from Catalyst prediction with 721,799 reactions and 888 catalyst types from USPTO. The task is: Predict which catalyst facilitates the given reaction. (1) The catalyst class is: 52. Product: [ClH:16].[NH2:1][C:2]1[N:7]=[CH:6][C:5](/[CH:8]=[CH:9]/[C:10]([OH:12])=[O:11])=[C:4]([CH3:15])[CH:3]=1. Reactant: [NH2:1][C:2]1[N:7]=[CH:6][C:5](/[CH:8]=[CH:9]/[C:10]([O:12]CC)=[O:11])=[C:4]([CH3:15])[CH:3]=1.[ClH:16]. (2) Reactant: [F:1][C:2]1[C:11]([C:12](=[CH2:17])[C:13]([O:15][CH3:16])=[O:14])=[C:10]2[C:5]([CH:6]=[CH:7][C:8]([O:18][CH3:19])=[N:9]2)=[CH:4][CH:3]=1.Cl.[F:21][C:22]([F:33])([F:32])[C:23]([NH:25][CH2:26][C@H:27]1[CH2:31][CH2:30][NH:29][CH2:28]1)=[O:24].C(N(CC)CC)C. Product: [F:1][C:2]1[C:11]([CH:12]([CH2:17][N:29]2[CH2:30][CH2:31][C@H:27]([CH2:26][NH:25][C:23](=[O:24])[C:22]([F:32])([F:33])[F:21])[CH2:28]2)[C:13]([O:15][CH3:16])=[O:14])=[C:10]2[C:5]([CH:6]=[CH:7][C:8]([O:18][CH3:19])=[N:9]2)=[CH:4][CH:3]=1. The catalyst class is: 3. (3) Reactant: [OH:1][CH:2]([C:16]1[CH:21]=[CH:20][CH:19]=[CH:18][N:17]=1)[CH:3]1[CH2:8][CH2:7][N:6]([C:9]([O:11][C:12]([CH3:15])([CH3:14])[CH3:13])=[O:10])[CH2:5][CH2:4]1.[CH3:22][S:23](Cl)(=[O:25])=[O:24]. The catalyst class is: 6. Product: [CH3:22][S:23]([O:1][CH:2]([C:16]1[CH:21]=[CH:20][CH:19]=[CH:18][N:17]=1)[CH:3]1[CH2:4][CH2:5][N:6]([C:9]([O:11][C:12]([CH3:14])([CH3:15])[CH3:13])=[O:10])[CH2:7][CH2:8]1)(=[O:25])=[O:24].